This data is from Reaction yield outcomes from USPTO patents with 853,638 reactions. The task is: Predict the reaction yield, written as a fraction of the theoretical maximum amount of product (1.0 means a 100% yield; for example, 0.34 means a 34% yield). The reactants are [OH-].[Li+].[C:3]([O:7][C:8]([N:10]([O:29]C(OC(C)(C)C)=O)[C:11]1([CH3:28])[C:15](=[O:16])[N:14]([CH3:17])[N:13]=[C:12]1[C:18]1[CH:27]=[CH:26][C:21]([C:22]([O:24]C)=[O:23])=[CH:20][CH:19]=1)=[O:9])([CH3:6])([CH3:5])[CH3:4]. The catalyst is O.C1COCC1. The product is [C:3]([O:7][C:8]([N:10]([OH:29])[C:11]1([CH3:28])[C:15](=[O:16])[N:14]([CH3:17])[N:13]=[C:12]1[C:18]1[CH:19]=[CH:20][C:21]([C:22]([OH:24])=[O:23])=[CH:26][CH:27]=1)=[O:9])([CH3:6])([CH3:4])[CH3:5]. The yield is 0.250.